From a dataset of Catalyst prediction with 721,799 reactions and 888 catalyst types from USPTO. Predict which catalyst facilitates the given reaction. (1) Reactant: Cl[CH2:2][CH2:3][CH2:4][O:5][C:6]1[CH:11]=[CH:10][C:9]([C:12]2[S:13][C:14]([C:18]([N:20]3[CH2:25][CH2:24][O:23][CH2:22][CH2:21]3)=[O:19])=[C:15]([CH3:17])[N:16]=2)=[CH:8][CH:7]=1.C(=O)([O-])[O-].[K+].[K+].[I-].[Na+].[CH3:34][CH:35]1[CH2:39][CH2:38][CH2:37][NH:36]1. Product: [CH3:17][C:15]1[N:16]=[C:12]([C:9]2[CH:10]=[CH:11][C:6]([O:5][CH2:4][CH2:3][CH2:2][N:36]3[CH2:37][CH2:38][CH2:39][CH:35]3[CH3:34])=[CH:7][CH:8]=2)[S:13][C:14]=1[C:18]([N:20]1[CH2:25][CH2:24][O:23][CH2:22][CH2:21]1)=[O:19]. The catalyst class is: 115. (2) Product: [CH2:14]([N:21]1[CH2:25][CH2:24][C@@H:23]([NH:26][C:3]2[C:2]([Cl:1])=[CH:12][C:6]([C:7]([O:9][CH2:10][CH3:11])=[O:8])=[CH:5][N:4]=2)[CH2:22]1)[C:15]1[CH:16]=[CH:17][CH:18]=[CH:19][CH:20]=1. The catalyst class is: 18. Reactant: [Cl:1][C:2]1[C:3](Cl)=[N:4][CH:5]=[C:6]([CH:12]=1)[C:7]([O:9][CH2:10][CH3:11])=[O:8].[CH2:14]([N:21]1[CH2:25][CH2:24][C@@H:23]([NH2:26])[CH2:22]1)[C:15]1[CH:20]=[CH:19][CH:18]=[CH:17][CH:16]=1.C([O-])([O-])=O.[K+].[K+].CCOC(C)=O. (3) Reactant: [NH:1]1[C:9]2[C:4](=[CH:5][CH:6]=[CH:7][CH:8]=2)[CH:3]=[C:2]1[C:10]([NH:12][C:13]1[CH:18]=[CH:17][C:16]([CH2:19][C:20]([O:22]C(C)(C)C)=[O:21])=[CH:15][C:14]=1[O:27][CH3:28])=[O:11].C(O)(C(F)(F)F)=O. Product: [NH:1]1[C:9]2[C:4](=[CH:5][CH:6]=[CH:7][CH:8]=2)[CH:3]=[C:2]1[C:10]([NH:12][C:13]1[CH:18]=[CH:17][C:16]([CH2:19][C:20]([OH:22])=[O:21])=[CH:15][C:14]=1[O:27][CH3:28])=[O:11]. The catalyst class is: 2. (4) Reactant: C(OC(=O)[NH:7][C@H:8]1[CH2:13][CH2:12][CH2:11][CH2:10][C@@H:9]1[CH:14]=O)(C)(C)C.[ClH:17].[CH:18]1([CH:24]2[CH2:29][CH2:28][CH2:27][NH:26][CH2:25]2)[CH2:23][CH2:22][CH2:21][CH2:20][CH2:19]1.[BH-](OC(C)=O)(OC(C)=O)OC(C)=O.[Na+].[OH-].[Na+].Cl.O1CCOCC1. Product: [ClH:17].[CH:18]1([CH:24]2[CH2:29][CH2:28][CH2:27][N:26]([CH2:14][C@H:9]3[CH2:10][CH2:11][CH2:12][CH2:13][C@@H:8]3[NH2:7])[CH2:25]2)[CH2:19][CH2:20][CH2:21][CH2:22][CH2:23]1. The catalyst class is: 34. (5) Reactant: O[C:2]([C:13]1[C:18]([F:19])=[CH:17][C:16]([F:20])=[CH:15][C:14]=1[F:21])([C:8]([O:10][CH2:11][CH3:12])=[O:9])[C:3]([O:5][CH2:6][CH3:7])=[O:4].P(Cl)(Cl)(Cl)(Cl)[Cl:23]. Product: [Cl:23][C:2]([C:13]1[C:18]([F:19])=[CH:17][C:16]([F:20])=[CH:15][C:14]=1[F:21])([C:8]([O:10][CH2:11][CH3:12])=[O:9])[C:3]([O:5][CH2:6][CH3:7])=[O:4]. The catalyst class is: 265. (6) Reactant: [CH3:1][O:2][C:3]1[CH:11]=[C:10]([O:12][CH3:13])[CH:9]=[CH:8][C:4]=1[C:5]([OH:7])=[O:6].[Br:14]Br. Product: [Br:14][C:9]1[C:10]([O:12][CH3:13])=[CH:11][C:3]([O:2][CH3:1])=[C:4]([CH:8]=1)[C:5]([OH:7])=[O:6]. The catalyst class is: 22. (7) Reactant: [CH3:1][O:2][C:3]1[CH:4]=[C:5]([C:11]2[CH:20]=[C:19]3[C:14]([CH:15]=[CH:16][CH:17]=[N:18]3)=[C:13]([O:21][CH2:22][C:23]([NH:25][NH2:26])=[O:24])[N:12]=2)[CH:6]=[CH:7][C:8]=1[O:9][CH3:10].CN(C)[CH:29]=[O:30].C(C1NC=CN=1)(C1NC=CN=1)=O.C(N(CC)CC)C. Product: [CH3:1][O:2][C:3]1[CH:4]=[C:5]([C:11]2[CH:20]=[C:19]3[C:14]([CH:15]=[CH:16][CH:17]=[N:18]3)=[C:13]([O:21][CH2:22][C:23]3[O:24][C:29](=[O:30])[NH:26][N:25]=3)[N:12]=2)[CH:6]=[CH:7][C:8]=1[O:9][CH3:10]. The catalyst class is: 7.